Dataset: Skin sensitization/reaction prediction data. Task: Regression/Classification. Given a drug SMILES string, predict its toxicity properties. Task type varies by dataset: regression for continuous values (e.g., LD50, hERG inhibition percentage) or binary classification for toxic/non-toxic outcomes (e.g., AMES mutagenicity, cardiotoxicity, hepatotoxicity). Dataset: skin_reaction. (1) The molecule is C=CC(=O)OC. The result is 1 (causes skin reaction). (2) The compound is CCCCCCCCCCCCOS(C)(=O)=O. The result is 1 (causes skin reaction).